Task: Predict the reactants needed to synthesize the given product.. Dataset: Full USPTO retrosynthesis dataset with 1.9M reactions from patents (1976-2016) (1) Given the product [Cl:1][C:2]1[N:3]=[N:4][C:5]([Cl:9])=[CH:6][C:7]=1[N:10]1[CH2:15][CH2:14][CH:13]([CH2:16][OH:17])[CH2:12][CH2:11]1, predict the reactants needed to synthesize it. The reactants are: [Cl:1][C:2]1[N:3]=[N:4][C:5]([Cl:9])=[CH:6][C:7]=1Cl.[NH:10]1[CH2:15][CH2:14][CH:13]([CH2:16][OH:17])[CH2:12][CH2:11]1.CCN(CC)CC. (2) Given the product [F:24][C:19]1[CH:20]=[CH:21][CH:22]=[CH:23][C:18]=1[C:7]1[C:6]2[C:5]3[C:13](=[CH:14][C:2]([N:1]4[CH2:31][CH2:30][S:27](=[O:29])(=[O:28])[CH2:25][CH2:26]4)=[CH:3][CH:4]=3)[NH:12][C:11]=2[C:10]([C:15]([NH2:17])=[O:16])=[CH:9][CH:8]=1, predict the reactants needed to synthesize it. The reactants are: [NH2:1][C:2]1[CH:14]=[C:13]2[C:5]([C:6]3[C:7]([C:18]4[CH:23]=[CH:22][CH:21]=[CH:20][C:19]=4[F:24])=[CH:8][CH:9]=[C:10]([C:15]([NH2:17])=[O:16])[C:11]=3[NH:12]2)=[CH:4][CH:3]=1.[CH:25]([S:27]([CH:30]=[CH2:31])(=[O:29])=[O:28])=[CH2:26]. (3) Given the product [Br:25][C:26]1[CH:34]=[CH:33][CH:32]=[C:31]2[C:27]=1/[C:28](=[CH:15]/[C:12]1[NH:11][C:7]3[CH2:8][CH2:9][CH2:10][N:4]([CH2:3][C@@H:2]([OH:1])[CH2:18][N:19]4[CH2:24][CH2:23][O:22][CH2:21][CH2:20]4)[C:5](=[O:17])[C:6]=3[C:13]=1[CH3:14])/[C:29](=[O:35])[NH:30]2, predict the reactants needed to synthesize it. The reactants are: [OH:1][C@@H:2]([CH2:18][N:19]1[CH2:24][CH2:23][O:22][CH2:21][CH2:20]1)[CH2:3][N:4]1[CH2:10][CH2:9][CH2:8][C:7]2[NH:11][C:12]([CH:15]=O)=[C:13]([CH3:14])[C:6]=2[C:5]1=[O:17].[Br:25][C:26]1[CH:34]=[CH:33][CH:32]=[C:31]2[C:27]=1[CH2:28][C:29](=[O:35])[NH:30]2.N1CCCCC1. (4) Given the product [C:8]1(=[O:14])[C:13]2([CH2:6][CH2:5][CH2:2][CH2:3][CH2:4]2)[CH2:12][CH2:11][CH2:10][CH2:9]1, predict the reactants needed to synthesize it. The reactants are: Br[C:2](Br)([CH2:5][CH3:6])[CH2:3][CH3:4].[C:8]1(=[O:14])[CH2:13][CH2:12][CH2:11][CH2:10][CH2:9]1.[K].C([O-])(C)(C)C.Cl. (5) Given the product [CH3:4][O:5][C:6]1[CH:11]=[CH:10][C:9]([C:12]2[CH:21]=[CH:20][C:19]3[C:18]4[C:22]5[NH:29][CH2:28][C@@H:27]([CH3:30])[NH:26][C:25](=[O:31])[C:23]=5[S:24][C:17]=4[CH:16]=[CH:15][C:14]=3[N:13]=2)=[CH:8][C:7]=1[NH:32][C:33](=[O:36])[CH:34]=[CH2:35], predict the reactants needed to synthesize it. The reactants are: COC[CH2:4][O:5][C:6]1[CH:11]=[CH:10][C:9]([C:12]2[CH:21]=[CH:20][C:19]3[C:18]4[C:22]5[NH:29][CH2:28][C@@H:27]([CH3:30])[NH:26][C:25](=[O:31])[C:23]=5[S:24][C:17]=4[CH:16]=[CH:15][C:14]=3[N:13]=2)=[CH:8][C:7]=1[NH:32][C:33](=[O:36])[CH:34]=[CH2:35].COC1C=CC(B2OC(C)(C)C(C)(C)O2)=CC=1NC(=O)C=C. (6) Given the product [CH2:1]([NH:8][C:9]([C:11]1[S:12][C:13]([C:17]2[N:21]=[CH:20][N:19]([CH2:33][C:32]3[CH:35]=[CH:36][C:29]([F:28])=[CH:30][CH:31]=3)[N:18]=2)=[CH:14][C:15]=1[CH3:16])=[O:10])[C:2]1[CH:7]=[CH:6][CH:5]=[CH:4][CH:3]=1, predict the reactants needed to synthesize it. The reactants are: [CH2:1]([NH:8][C:9]([C:11]1[S:12][C:13]([C:17]2[N:21]=[CH:20][NH:19][N:18]=2)=[CH:14][C:15]=1[CH3:16])=[O:10])[C:2]1[CH:7]=[CH:6][CH:5]=[CH:4][CH:3]=1.C(=O)([O-])[O-].[K+].[K+].[F:28][C:29]1[CH:36]=[CH:35][C:32]([CH2:33]Br)=[CH:31][CH:30]=1. (7) The reactants are: C([O:4][CH:5]=[CH:6][C@@H:7]([CH3:14])[CH2:8][CH2:9][CH:10]=[C:11]([CH3:13])[CH3:12])(=O)C.P(=O)(O)(O)O.O. Given the product [CH3:13][C:11]1([CH3:12])[CH2:10][CH2:9][CH2:8][C@H:7]([CH3:14])[C@H:6]1[CH:5]=[O:4], predict the reactants needed to synthesize it.